Dataset: Blood-brain barrier permeability classification from the B3DB database. Task: Regression/Classification. Given a drug SMILES string, predict its absorption, distribution, metabolism, or excretion properties. Task type varies by dataset: regression for continuous measurements (e.g., permeability, clearance, half-life) or binary classification for categorical outcomes (e.g., BBB penetration, CYP inhibition). Dataset: b3db_classification. The drug is C=C1CC[C@@]2(O)[C@@H]3Cc4ccc(O)c5c4[C@]2(CCN3CC2CC2)[C@@H]1O5. The result is 1 (penetrates BBB).